From a dataset of Reaction yield outcomes from USPTO patents with 853,638 reactions. Predict the reaction yield, written as a fraction of the theoretical maximum amount of product (1.0 means a 100% yield; for example, 0.34 means a 34% yield). The reactants are C1(=O)NC(=O)C2=CC=CC=C12.O=C1C2C(=CC=CC=2)C(=O)[N:14]1[CH2:23][CH2:24][O:25][C:26]1[CH:31]=[CH:30][C:29]([C:32](=[O:43])[NH:33][C:34]2([C:37]3[CH:42]=[CH:41][CH:40]=[CH:39][CH:38]=3)[CH2:36][CH2:35]2)=[CH:28][C:27]=1[C:44]1[CH:45]=[CH:46][C:47]2[O:51][C:50]([C:52]3[CH:57]=[CH:56][C:55]([F:58])=[CH:54][CH:53]=3)=[C:49]([C:59]([NH:61][CH3:62])=[O:60])[C:48]=2[CH:63]=1.NN.C(O)(C(F)(F)F)=O. The catalyst is CO.O. The product is [NH2:14][CH2:23][CH2:24][O:25][C:26]1[CH:31]=[CH:30][C:29]([C:32](=[O:43])[NH:33][C:34]2([C:37]3[CH:42]=[CH:41][CH:40]=[CH:39][CH:38]=3)[CH2:35][CH2:36]2)=[CH:28][C:27]=1[C:44]1[CH:45]=[CH:46][C:47]2[O:51][C:50]([C:52]3[CH:53]=[CH:54][C:55]([F:58])=[CH:56][CH:57]=3)=[C:49]([C:59]([NH:61][CH3:62])=[O:60])[C:48]=2[CH:63]=1. The yield is 0.140.